Task: Predict the reaction yield, written as a fraction of the theoretical maximum amount of product (1.0 means a 100% yield; for example, 0.34 means a 34% yield).. Dataset: Reaction yield outcomes from USPTO patents with 853,638 reactions (1) The reactants are [C:1]1([CH2:7][CH2:8][CH2:9][CH2:10][CH2:11][CH2:12][CH2:13][NH:14][C:15](=[O:40])[C:16]2[CH:21]=[C:20]([C:22]3[CH:27]=[CH:26][CH:25]=[C:24]([CH3:28])[CH:23]=3)[C:19]([O:29]COC)=[C:18]([C:33]3[CH:38]=[CH:37][CH:36]=[C:35]([CH3:39])[CH:34]=3)[CH:17]=2)[CH:6]=[CH:5][CH:4]=[CH:3][CH:2]=1.Cl.C12(CS(O)(=O)=O)C(C)(C)C(CC1)CC2=O. The catalyst is C1COCC1.CCOC(C)=O. The product is [C:1]1([CH2:7][CH2:8][CH2:9][CH2:10][CH2:11][CH2:12][CH2:13][NH:14][C:15]([C:16]2[CH:21]=[C:20]([C:22]3[CH:27]=[CH:26][CH:25]=[C:24]([CH3:28])[CH:23]=3)[C:19]([OH:29])=[C:18]([C:33]3[CH:38]=[CH:37][CH:36]=[C:35]([CH3:39])[CH:34]=3)[CH:17]=2)=[O:40])[CH:6]=[CH:5][CH:4]=[CH:3][CH:2]=1. The yield is 0.810. (2) The yield is 0.710. The reactants are F[C:2]1[CH:7]=[CH:6][C:5]([I:8])=[CH:4][C:3]=1[N+:9]([O-:11])=[O:10].[OH:12][CH2:13][C:14]1([CH2:17][OH:18])[CH2:16][CH2:15]1.C([O-])([O-])=O.[K+].[K+]. The catalyst is CN(C=O)C. The product is [I:8][C:5]1[CH:6]=[CH:7][C:2]([O:12][CH2:13][C:14]2([CH2:17][OH:18])[CH2:16][CH2:15]2)=[C:3]([N+:9]([O-:11])=[O:10])[CH:4]=1.